From a dataset of Reaction yield outcomes from USPTO patents with 853,638 reactions. Predict the reaction yield, written as a fraction of the theoretical maximum amount of product (1.0 means a 100% yield; for example, 0.34 means a 34% yield). (1) The reactants are [Cl:1][C:2]1(C2C=CC=C(C(=O)NC)C=2)[CH:7]=[CH:6][C:5]([N:8]([C:12]2[CH:17]=[CH:16][CH:15]=[CH:14][C:13]=2[C:18]([F:21])([F:20])[F:19])[C:9](=[O:11])[NH2:10])=[C:4](NC(O)=O)[CH2:3]1.[CH3:36][NH:37][C:38]([C:40]1[CH:41]=[C:42]([CH:44]=[CH:45][CH:46]=1)[NH2:43])=[O:39].C1C=CC2N(O)N=NC=2C=1.CN1CC[O:61][CH2:60]C1.CCN=C=NCCCN(C)C.Cl. The catalyst is CN(C=O)C.O. The product is [Cl:1][C:2]1([C:60](=[O:61])[NH:43][C:42]2[CH:44]=[CH:45][CH:46]=[C:40]([C:38](=[O:39])[NH:37][CH3:36])[CH:41]=2)[CH:7]=[CH:6][C:5]([N:8]([C:12]2[CH:17]=[CH:16][CH:15]=[CH:14][C:13]=2[C:18]([F:19])([F:21])[F:20])[C:9](=[O:11])[NH2:10])=[CH:4][CH2:3]1. The yield is 0.410. (2) The reactants are [CH3:1][N:2]1[C:6]2[CH:7]=[CH:8][S:9][C:5]=2[CH:4]=[N:3]1.C([Li])CCC.[CH2:15]([Sn:19]([CH2:25][CH2:26][CH2:27][CH3:28])([CH2:21][CH2:22][CH2:23][CH3:24])Cl)[CH2:16][CH2:17][CH3:18]. The catalyst is C1COCC1. The product is [CH3:1][N:2]1[C:6]2[CH:7]=[C:8]([Sn:19]([CH2:21][CH2:22][CH2:23][CH3:24])([CH2:25][CH2:26][CH2:27][CH3:28])[CH2:15][CH2:16][CH2:17][CH3:18])[S:9][C:5]=2[CH:4]=[N:3]1. The yield is 0.680. (3) The reactants are [NH2:1][C:2]1[CH:7]=[CH:6][C:5]([C:8]([CH3:19])([C:14]([O:16][CH2:17][CH3:18])=[O:15])[C:9]([O:11][CH2:12][CH3:13])=[O:10])=[CH:4][CH:3]=1.Cl[CH2:21][CH2:22][NH:23][CH2:24][CH2:25]Cl.Cl. The catalyst is C1(C)C(C)=CC=CC=1. The product is [CH3:19][C:8]([C:5]1[CH:6]=[CH:7][C:2]([N:1]2[CH2:25][CH2:24][NH:23][CH2:22][CH2:21]2)=[CH:3][CH:4]=1)([C:9]([O:11][CH2:12][CH3:13])=[O:10])[C:14]([O:16][CH2:17][CH3:18])=[O:15]. The yield is 0.635. (4) The reactants are [OH:1][C@@:2]1([C:9]#[C:10][C:11]2[CH:12]=[C:13]([N:17]3[C:21]4[CH2:22][O:23][CH2:24][C:20]=4[C:19]([C:25]([O:27]CC)=O)=[N:18]3)[CH:14]=[CH:15][CH:16]=2)[CH2:6][CH2:5][N:4]([CH3:7])[C:3]1=[O:8].[NH3:30]. No catalyst specified. The product is [OH:1][C@@:2]1([C:9]#[C:10][C:11]2[CH:12]=[C:13]([N:17]3[C:21]4[CH2:22][O:23][CH2:24][C:20]=4[C:19]([C:25]([NH2:30])=[O:27])=[N:18]3)[CH:14]=[CH:15][CH:16]=2)[CH2:6][CH2:5][N:4]([CH3:7])[C:3]1=[O:8]. The yield is 0.270. (5) The reactants are N=C=N.[S:4]1[CH:8]=[CH:7][CH:6]=[C:5]1[C:9]([OH:11])=O.O.ON1C2C=CC=CC=2N=N1.C(N(C(C)C)CC)(C)C.[NH2:32][C@@H:33]([CH2:64][C:65]1[CH:70]=[CH:69][CH:68]=[CH:67][CH:66]=1)[CH2:34][C@H:35]([OH:63])[C@@H:36]([NH:50][C:51]([C@@H:53]([NH:58][C:59](=[O:62])[O:60][CH3:61])[C:54]([CH3:57])([CH3:56])[CH3:55])=[O:52])[CH2:37][C:38]1[CH:43]=[CH:42][C:41](C2C=CC=CN=2)=[CH:40][CH:39]=1. The catalyst is CC(N(C)C)=O.C(#N)C.CO. The product is [CH2:37]([C@H:36]([NH:50][C:51]([C@@H:53]([NH:58][C:59](=[O:62])[O:60][CH3:61])[C:54]([CH3:56])([CH3:57])[CH3:55])=[O:52])[C@@H:35]([OH:63])[CH2:34][C@@H:33]([NH:32][C:9]([C:5]1[S:4][CH:8]=[CH:7][CH:6]=1)=[O:11])[CH2:64][C:65]1[CH:66]=[CH:67][CH:68]=[CH:69][CH:70]=1)[C:38]1[CH:43]=[CH:42][CH:41]=[CH:40][CH:39]=1. The yield is 0.350. (6) The product is [CH3:1][O:2][C:3]1[CH:11]=[C:10]([N+:12]([O-:14])=[O:13])[CH:9]=[CH:8][C:4]=1[C:5]([O:7][CH3:15])=[O:6]. No catalyst specified. The yield is 0.770. The reactants are [CH3:1][O:2][C:3]1[CH:11]=[C:10]([N+:12]([O-:14])=[O:13])[CH:9]=[CH:8][C:4]=1[C:5]([OH:7])=[O:6].[C:15](=O)([O-])[O-].[K+].[K+].IC. (7) The reactants are [CH:1]([S:4][C:5]1[S:6][CH:7]=[CH:8][N:9]=1)([CH3:3])[CH3:2].[Br:10]N1C(=O)CCC1=O.C(OCC)(=O)C.CCCCCC. The catalyst is CN(C=O)C. The product is [Br:10][C:7]1[S:6][C:5]([S:4][CH:1]([CH3:3])[CH3:2])=[N:9][CH:8]=1. The yield is 1.00.